From a dataset of Catalyst prediction with 721,799 reactions and 888 catalyst types from USPTO. Predict which catalyst facilitates the given reaction. (1) Reactant: C[O:2][C:3](=[O:36])[CH2:4][C:5]1[C:13]2[C:8](=[CH:9][C:10]([O:14][CH2:15][C:16]3[C:20]([CH2:21][O:22][CH2:23][CH3:24])=[C:19]([C:25]4[CH:30]=[CH:29][C:28]([C:31]([F:34])([F:33])[F:32])=[CH:27][CH:26]=4)[O:18][N:17]=3)=[CH:11][CH:12]=2)[N:7]([CH3:35])[CH:6]=1.[OH-].[Li+].O1CCCC1.Cl. Product: [CH2:23]([O:22][CH2:21][C:20]1[C:16]([CH2:15][O:14][C:10]2[CH:9]=[C:8]3[C:13]([C:5]([CH2:4][C:3]([OH:36])=[O:2])=[CH:6][N:7]3[CH3:35])=[CH:12][CH:11]=2)=[N:17][O:18][C:19]=1[C:25]1[CH:26]=[CH:27][C:28]([C:31]([F:33])([F:34])[F:32])=[CH:29][CH:30]=1)[CH3:24]. The catalyst class is: 5. (2) Reactant: [CH3:1][O:2][C:3](=[O:13])[C:4]1[CH:12]=[CH:11][CH:10]=[C:6]([C:7]([NH2:9])=[O:8])[CH:5]=1.Cl[C:15](Cl)(Cl)[S:16]Cl.[OH2:20]. Product: [O:20]=[C:15]1[S:16][N:9]=[C:7]([C:6]2[CH:5]=[C:4]([CH:12]=[CH:11][CH:10]=2)[C:3]([O:2][CH3:1])=[O:13])[O:8]1. The catalyst class is: 11. (3) Reactant: [Cl:1][C:2]1[CH:7]=[C:6]([Cl:8])[CH:5]=[CH:4][C:3]=1[CH2:9][O:10][C@@H:11]1[C@@:17]([CH3:29])([CH2:18][O:19][CH2:20][C:21]2[CH:26]=[CH:25][C:24]([Cl:27])=[CH:23][C:22]=2[Cl:28])[O:16][C@H:13]([O:14][CH3:15])[C@@H:12]1[OH:30].[CH3:31]C(OI1(OC(C)=O)(OC(C)=O)OC(=O)C2C=CC=CC1=2)=O. Product: [Cl:1][C:2]1[CH:7]=[C:6]([Cl:8])[CH:5]=[CH:4][C:3]=1[CH2:9][O:10][C@@H:11]1[C@@:17]([CH3:29])([CH2:18][O:19][CH2:20][C:21]2[CH:26]=[CH:25][C:24]([Cl:27])=[CH:23][C:22]=2[Cl:28])[O:16][C@H:13]([O:14][CH3:15])[C@:12]1([CH3:31])[OH:30]. The catalyst class is: 4. (4) Reactant: [C:1]([O:5][C:6](=[O:28])[NH:7][CH2:8][C:9]1[CH:14]=[CH:13][C:12]([CH2:15][NH:16][CH2:17][CH2:18][CH2:19][CH2:20][N:21]([CH2:25][CH2:26][CH3:27])[CH2:22][CH2:23][CH3:24])=[CH:11][CH:10]=1)([CH3:4])([CH3:3])[CH3:2].[CH2:29]([N:31](CC)CC)[CH3:30].BrCC#N. Product: [C:1]([O:5][C:6](=[O:28])[NH:7][CH2:8][C:9]1[CH:10]=[CH:11][C:12]([CH2:15][N:16]([CH2:30][C:29]#[N:31])[CH2:17][CH2:18][CH2:19][CH2:20][N:21]([CH2:22][CH2:23][CH3:24])[CH2:25][CH2:26][CH3:27])=[CH:13][CH:14]=1)([CH3:3])([CH3:4])[CH3:2]. The catalyst class is: 3.